Dataset: Forward reaction prediction with 1.9M reactions from USPTO patents (1976-2016). Task: Predict the product of the given reaction. (1) Given the reactants [CH3:1][N:2]([CH2:4][CH2:5][N:6]1[C:20](=[O:21])[C:15]2=[CH:16][C:17]([NH2:19])=[CH:18][C:13]3[C:14]2=[C:9]([CH:10]=[CH:11][CH:12]=3)[C:7]1=[O:8])[CH3:3].[CH3:22][O:23][C:24]1[CH:29]=[CH:28][C:27]([N:30]=[C:31]=[O:32])=[CH:26][CH:25]=1, predict the reaction product. The product is: [CH3:3][N:2]([CH3:1])[CH2:4][CH2:5][N:6]1[C:20](=[O:21])[C:15]2[CH:16]=[C:17]([NH:19][C:31]([NH:30][C:27]3[CH:28]=[CH:29][C:24]([O:23][CH3:22])=[CH:25][CH:26]=3)=[O:32])[CH:18]=[C:13]3[C:14]=2[C:9](=[CH:10][CH:11]=[CH:12]3)[C:7]1=[O:8]. (2) Given the reactants [C:1]([C:3]1[CH:4]=[C:5]2[C:13](=[CH:14][CH:15]=1)[NH:12][C:11]1[CH2:10][CH2:9][CH:8]([NH:16][C:17](=[O:21])[CH:18]([CH3:20])[CH3:19])[CH2:7][C:6]2=1)#[N:2].CP(C)C.[S:26]1[CH:30]=[CH:29][C:28]([CH2:31]O)=[CH:27]1.N(C(N1CCCCC1)=O)=NC(N1CCCCC1)=O, predict the reaction product. The product is: [C:1]([C:3]1[CH:4]=[C:5]2[C:13](=[CH:14][CH:15]=1)[N:12]([CH2:31][C:28]1[CH:29]=[CH:30][S:26][CH:27]=1)[C:11]1[CH2:10][CH2:9][CH:8]([NH:16][C:17](=[O:21])[CH:18]([CH3:19])[CH3:20])[CH2:7][C:6]2=1)#[N:2]. (3) Given the reactants [CH3:1][C:2]1[O:6][N:5]=[C:4]([C:7]2[CH:12]=[CH:11][CH:10]=[CH:9][CH:8]=2)[C:3]=1[C:13]([NH:15][NH2:16])=[O:14].[CH3:17][O:18][C:19]1[CH:27]=[CH:26][C:22]([C:23](O)=O)=[CH:21][CH:20]=1, predict the reaction product. The product is: [CH3:17][O:18][C:19]1[CH:27]=[CH:26][C:22]([C:23]2[O:14][C:13]([C:3]3[C:4]([C:7]4[CH:12]=[CH:11][CH:10]=[CH:9][CH:8]=4)=[N:5][O:6][C:2]=3[CH3:1])=[N:15][N:16]=2)=[CH:21][CH:20]=1.